This data is from Full USPTO retrosynthesis dataset with 1.9M reactions from patents (1976-2016). The task is: Predict the reactants needed to synthesize the given product. (1) Given the product [C:45]([CH2:44][C:42]1[CH:41]=[CH:40][C:35]([C:36]([O:38][CH3:39])=[O:37])=[C:34]([O:33][CH3:32])[CH:43]=1)([OH:47])=[O:46], predict the reactants needed to synthesize it. The reactants are: C(NC(C)C)(C)C.[Li]CCCC.[Li+].CC([N-]C(C)C)C.CN(P(N(C)C)(N(C)C)=O)C.[CH3:32][O:33][C:34]1[CH:43]=[C:42]([CH3:44])[CH:41]=[CH:40][C:35]=1[C:36]([O:38][CH3:39])=[O:37].[C:45](=[O:47])=[O:46]. (2) Given the product [CH2:6]([O:8][C:9](=[O:24])[CH2:10][O:11][C:12]1[CH:17]=[C:16]([CH3:18])[C:15]([SH:19])=[CH:14][C:13]=1[CH3:23])[CH3:7], predict the reactants needed to synthesize it. The reactants are: COC(=O)C.[CH2:6]([O:8][C:9](=[O:24])[CH2:10][O:11][C:12]1[CH:17]=[C:16]([CH3:18])[C:15]([S:19](Cl)(=O)=O)=[CH:14][C:13]=1[CH3:23])[CH3:7].S(=O)(=O)(O)O. (3) Given the product [CH2:16]([N:15]1[CH2:23][CH2:24][N:11]([C:4]2[C:5]3[O:9][CH2:8][CH2:7][C:6]=3[CH:10]=[C:2]([F:1])[CH:3]=2)[CH2:13][CH2:14]1)[C:17]1[CH:22]=[CH:21][CH:20]=[CH:19][CH:18]=1, predict the reactants needed to synthesize it. The reactants are: [F:1][C:2]1[CH:3]=[C:4]([NH2:11])[C:5]2[O:9][CH2:8][CH2:7][C:6]=2[CH:10]=1.Cl[CH2:13][CH2:14][N:15]([CH2:23][CH2:24]Cl)[CH2:16][C:17]1[CH:22]=[CH:21][CH:20]=[CH:19][CH:18]=1. (4) Given the product [CH2:1]([O:5][CH2:6][CH2:7][O:8][C:9]1[CH:10]=[CH:11][C:12]([C:15]2[CH:16]=[CH:17][C:18]3[N:24]([CH2:25][CH:26]([CH3:27])[CH3:28])[CH2:23][CH2:22][C:21]([C:29]([NH:31][C:32]4[CH:33]=[CH:34][C:35]([S:38]([CH2:39][C:40]5[N:41]([CH2:45][CH:46]6[CH2:48][CH2:47]6)[CH:42]=[CH:43][N:44]=5)=[O:58])=[CH:36][CH:37]=4)=[O:30])=[CH:20][C:19]=3[CH:49]=2)=[CH:13][CH:14]=1)[CH2:2][CH2:3][CH3:4], predict the reactants needed to synthesize it. The reactants are: [CH2:1]([O:5][CH2:6][CH2:7][O:8][C:9]1[CH:14]=[CH:13][C:12]([C:15]2[CH:16]=[CH:17][C:18]3[N:24]([CH2:25][CH:26]([CH3:28])[CH3:27])[CH2:23][CH2:22][C:21]([C:29]([NH:31][C:32]4[CH:37]=[CH:36][C:35]([S:38][CH2:39][C:40]5[N:41]([CH2:45][CH:46]6[CH2:48][CH2:47]6)[CH:42]=[CH:43][N:44]=5)=[CH:34][CH:33]=4)=[O:30])=[CH:20][C:19]=3[CH:49]=2)=[CH:11][CH:10]=1)[CH2:2][CH2:3][CH3:4].ClC1C=CC=C(C(OO)=[O:58])C=1.S([O-])([O-])(=O)=S.[Na+].[Na+].